This data is from Forward reaction prediction with 1.9M reactions from USPTO patents (1976-2016). The task is: Predict the product of the given reaction. (1) The product is: [C:28]1([C:6]2[CH:7]=[C:8]3[C:12](=[C:4]([C:2]([NH2:1])=[O:3])[CH:5]=2)[NH:11][CH:10]=[C:9]3[CH2:13][CH2:14][CH:15]2[CH2:20][CH2:19][NH:18][CH2:17][CH2:16]2)[CH:33]=[CH:32][CH:31]=[CH:30][CH:29]=1. Given the reactants [NH2:1][C:2]([C:4]1[CH:5]=[C:6]([C:28]2[CH:33]=[CH:32][CH:31]=[CH:30][CH:29]=2)[CH:7]=[C:8]2[C:12]=1[NH:11][CH:10]=[C:9]2[CH2:13][CH2:14][CH:15]1[CH2:20][CH2:19][N:18](C(OC(C)(C)C)=O)[CH2:17][CH2:16]1)=[O:3].Cl, predict the reaction product. (2) Given the reactants [N+:1]([C:4]1[CH:10]=[CH:9][C:7]([NH2:8])=[CH:6][CH:5]=1)([O-])=O.C(N(C(C)C)CC)(C)C.[C:20]([O:23][CH2:24][CH3:25])(=[O:22])C, predict the reaction product. The product is: [CH2:24]([O:23][C:20](=[O:22])[NH:1][C:4]1[CH:10]=[CH:9][C:7]([NH2:8])=[CH:6][CH:5]=1)[CH3:25]. (3) Given the reactants [Cl:1][C:2]1[CH:3]=[C:4]([CH2:9][S:10](Cl)(=[O:12])=[O:11])[CH:5]=[CH:6][C:7]=1[Cl:8].[NH3:14], predict the reaction product. The product is: [Cl:1][C:2]1[CH:3]=[C:4]([CH2:9][S:10]([NH2:14])(=[O:12])=[O:11])[CH:5]=[CH:6][C:7]=1[Cl:8]. (4) Given the reactants [CH3:1][O:2][C:3]1[CH:4]=[C:5]([NH2:15])[CH:6]=[CH:7][C:8]=1[N:9]1[CH:13]=[C:12]([CH3:14])[N:11]=[CH:10]1.[C:16](N1C=CC=CC1=O)(N1C=CC=CC1=O)=[S:17], predict the reaction product. The product is: [N:15]([C:5]1[CH:6]=[CH:7][C:8]([N:9]2[CH:13]=[C:12]([CH3:14])[N:11]=[CH:10]2)=[C:3]([O:2][CH3:1])[CH:4]=1)=[C:16]=[S:17]. (5) Given the reactants [Cl:1][C:2]1[CH:7]=[C:6]([Cl:8])[CH:5]=[CH:4][C:3]=1[NH:9][C:10]1[C:19]([F:20])=[C:18]2[C:13]([C:14]([CH3:21])=[CH:15][N:16]=[N:17]2)=[CH:12][C:11]=1[C:22](O)=[O:23].CCN=C=NCCCN(C)C.C1C=CC2N(O)N=NC=2C=1.O.[CH:47]([O:49][CH2:50][CH2:51][O:52][NH2:53])=[CH2:48], predict the reaction product. The product is: [CH:47]([O:49][CH2:50][CH2:51][O:52][NH:53][C:22]([C:11]1[CH:12]=[C:13]2[C:18](=[C:19]([F:20])[C:10]=1[NH:9][C:3]1[CH:4]=[CH:5][C:6]([Cl:8])=[CH:7][C:2]=1[Cl:1])[N:17]=[N:16][CH:15]=[C:14]2[CH3:21])=[O:23])=[CH2:48]. (6) Given the reactants Cl[C:2]1[C:11]2[C:6](=[CH:7][CH:8]=[C:9]([O:12][CH3:13])[CH:10]=2)[N:5]=[C:4]([C:14]2[CH:15]=[N:16][CH:17]=[CH:18][CH:19]=2)[N:3]=1.[Cl:20][C:21]1[CH:26]=[CH:25][N:24]=[C:23]([NH2:27])[CH:22]=1.C([O-])([O-])=O.[Cs+].[Cs+].O, predict the reaction product. The product is: [Cl:20][C:21]1[CH:26]=[CH:25][N:24]=[C:23]([NH:27][C:2]2[C:11]3[C:6](=[CH:7][CH:8]=[C:9]([O:12][CH3:13])[CH:10]=3)[N:5]=[C:4]([C:14]3[CH:15]=[N:16][CH:17]=[CH:18][CH:19]=3)[N:3]=2)[CH:22]=1.